This data is from Peptide-MHC class I binding affinity with 185,985 pairs from IEDB/IMGT. The task is: Regression. Given a peptide amino acid sequence and an MHC pseudo amino acid sequence, predict their binding affinity value. This is MHC class I binding data. (1) The peptide sequence is ALMEVTHVL. The MHC is HLA-A30:01 with pseudo-sequence HLA-A30:01. The binding affinity (normalized) is 0.0847. (2) The peptide sequence is YTGPDHQEW. The MHC is HLA-B44:02 with pseudo-sequence HLA-B44:02. The binding affinity (normalized) is 0.0847. (3) The peptide sequence is NLPIYSEEI. The MHC is HLA-A02:06 with pseudo-sequence HLA-A02:06. The binding affinity (normalized) is 0.694. (4) The MHC is HLA-A02:06 with pseudo-sequence HLA-A02:06. The peptide sequence is GMMMGMFNML. The binding affinity (normalized) is 0.191. (5) The peptide sequence is WIKNLETYT. The MHC is HLA-A33:01 with pseudo-sequence HLA-A33:01. The binding affinity (normalized) is 0. (6) The peptide sequence is KLIDVSKCI. The MHC is HLA-A03:01 with pseudo-sequence HLA-A03:01. The binding affinity (normalized) is 0.0847. (7) The peptide sequence is GVNNLPYNWK. The MHC is HLA-A11:01 with pseudo-sequence HLA-A11:01. The binding affinity (normalized) is 0.756.